Dataset: Full USPTO retrosynthesis dataset with 1.9M reactions from patents (1976-2016). Task: Predict the reactants needed to synthesize the given product. Given the product [CH:5]1[C:6]([C:7]2[C:16](=[O:17])[C:15]3[C:14]([OH:18])=[CH:13][C:12]([OH:19])=[CH:11][C:10]=3[O:9][CH:8]=2)=[CH:1][CH:2]=[C:3]([OH:20])[CH:4]=1.[CH2:87]([OH:88])[C@H:57]1[O:58][C@@H:59]2[O:64][C@H:65]3[C@H:70]([OH:71])[C@@H:69]([OH:72])[C@@H:68]([O:73][C@H:74]4[C@H:80]([OH:81])[C@@H:79]([OH:82])[C@@H:77]([O:78][C@H:23]5[C@H:24]([OH:96])[C@@H:25]([OH:95])[C@@H:26]([O:28][C@H:29]6[C@H:34]([OH:35])[C@@H:33]([OH:36])[C@@H:32]([O:37][C@H:38]7[C@H:43]([OH:44])[C@@H:42]([OH:45])[C@@H:41]([O:46][C@H:47]8[C@H:52]([OH:53])[C@@H:51]([OH:54])[C@@H:50]([O:55][C@H:56]1[C@H:61]([OH:62])[C@H:60]2[OH:63])[O:49][C@@H:48]8[CH2:89][OH:90])[O:40][C@@H:39]7[CH2:91][OH:92])[O:31][C@@H:30]6[CH2:93][OH:94])[O:27][C@@H:22]5[CH2:21][OH:97])[O:76][C@@H:75]4[CH2:83][OH:84])[O:67][C@@H:66]3[CH2:85][OH:86].[CH2:99]([N:100]([CH2:105][C:106]([OH:108])=[O:107])[CH2:101][C:102]([OH:104])=[O:103])[CH2:98][N:109]([CH2:114][C:115]([OH:117])=[O:116])[CH2:110][C:111]([OH:113])=[O:112].[CH:5]1[C:6]([C:7]2[C:16](=[O:17])[C:15]3[C:14]([OH:18])=[CH:13][C:12]([OH:19])=[CH:11][C:10]=3[O:9][CH:8]=2)=[CH:1][CH:2]=[C:3]([OH:20])[CH:4]=1, predict the reactants needed to synthesize it. The reactants are: [CH:1]1[C:6]([C:7]2[C:16](=[O:17])[C:15]3[C:14]([OH:18])=[CH:13][C:12]([OH:19])=[CH:11][C:10]=3[O:9][CH:8]=2)=[CH:5][CH:4]=[C:3]([OH:20])[CH:2]=1.[CH2:21]([OH:97])[C@H:22]1[O:27][C@@H:26]2[O:28][C@H:29]3[C@H:34]([OH:35])[C@@H:33]([OH:36])[C@@H:32]([O:37][C@H:38]4[C@H:43]([OH:44])[C@@H:42]([OH:45])[C@@H:41]([O:46][C@H:47]5[C@H:52]([OH:53])[C@@H:51]([OH:54])[C@@H:50]([O:55][C@H:56]6[C@H:61]([OH:62])[C@@H:60]([OH:63])[C@@H:59]([O:64][C@H:65]7[C@H:70]([OH:71])[C@@H:69]([OH:72])[C@@H:68]([O:73][C@H:74]8[C@H:80]([OH:81])[C@@H:79]([OH:82])[C@@H:77]([O:78][C@H:23]1[C@H:24]([OH:96])[C@H:25]2[OH:95])[O:76][C@@H:75]8[CH2:83][OH:84])[O:67][C@@H:66]7[CH2:85][OH:86])[O:58][C@@H:57]6[CH2:87][OH:88])[O:49][C@@H:48]5[CH2:89][OH:90])[O:40][C@@H:39]4[CH2:91][OH:92])[O:31][C@@H:30]3[CH2:93][OH:94].[CH2:98]([N:109]([CH2:114][C:115]([OH:117])=[O:116])[CH2:110][C:111]([OH:113])=[O:112])[CH2:99][N:100]([CH2:105][C:106]([OH:108])=[O:107])[CH2:101][C:102]([OH:104])=[O:103].